Dataset: Reaction yield outcomes from USPTO patents with 853,638 reactions. Task: Predict the reaction yield, written as a fraction of the theoretical maximum amount of product (1.0 means a 100% yield; for example, 0.34 means a 34% yield). (1) The reactants are [C:1]([C:9]1[CH:10]=[N:11][CH:12]=[CH:13][CH:14]=1)(=O)[C:2]1[CH:7]=[CH:6][CH:5]=[CH:4][CH:3]=1.C(OP([CH2:23][C:24]#[N:25])(=O)OCC)C.CC[O-].[Na+].[H-].[Na+].[NH4+].[Cl-]. The catalyst is C(O)C. The product is [C:2]1([C:1]([C:9]2[CH:10]=[N:11][CH:12]=[CH:13][CH:14]=2)=[CH:23][C:24]#[N:25])[CH:7]=[CH:6][CH:5]=[CH:4][CH:3]=1. The yield is 0.960. (2) The reactants are [C:1]([NH:5][C:6]1[C:7]([NH2:20])=[CH:8][C:9]([C:12]2[CH:13]=[N:14][CH:15]=[C:16]([O:18][CH3:19])[CH:17]=2)=[CH:10][CH:11]=1)([CH3:4])([CH3:3])[CH3:2].[CH:21]([C:23]1[CH:24]=[C:25]([CH:28]=[CH:29][CH:30]=1)[C:26]#[N:27])=O.OOS([O-])=O.[K+]. The catalyst is CN(C=O)C.O. The product is [C:1]([N:5]1[C:6]2[CH:11]=[CH:10][C:9]([C:12]3[CH:13]=[N:14][CH:15]=[C:16]([O:18][CH3:19])[CH:17]=3)=[CH:8][C:7]=2[N:20]=[C:21]1[C:23]1[CH:24]=[C:25]([CH:28]=[CH:29][CH:30]=1)[C:26]#[N:27])([CH3:4])([CH3:3])[CH3:2]. The yield is 0.650. (3) The reactants are [H-].[Al+3].[Li+].[H-].[H-].[H-].C([O:11][C:12](=O)[CH2:13][CH2:14][N:15]1[CH2:19][CH2:18][CH2:17][C@H:16]1[C:20]1[N:24]2[CH:25]=[C:26]([F:29])[CH:27]=[CH:28][C:23]2=[N:22][N:21]=1)(C)(C)C. The catalyst is C1COCC1. The product is [F:29][C:26]1[CH:27]=[CH:28][C:23]2[N:24]([C:20]([C@@H:16]3[CH2:17][CH2:18][CH2:19][N:15]3[CH2:14][CH2:13][CH2:12][OH:11])=[N:21][N:22]=2)[CH:25]=1. The yield is 0.330. (4) The reactants are [N:1]1[C:10]2[C:5](=[CH:6][CH:7]=[CH:8][CH:9]=2)[CH:4]=[C:3]([NH:11][C:12]([C:14]2[CH:15]=[C:16]3[C:20](=[CH:21][CH:22]=2)[NH:19][CH2:18][CH2:17]3)=[O:13])[CH:2]=1.C(N(CC)C(C)C)(C)C.[C:32](Cl)(=[O:34])[CH3:33]. The catalyst is ClCCCl. The product is [N:1]1[C:10]2[C:5](=[CH:6][CH:7]=[CH:8][CH:9]=2)[CH:4]=[C:3]([NH:11][C:12]([C:14]2[CH:15]=[C:16]3[C:20](=[CH:21][CH:22]=2)[N:19]([C:32](=[O:34])[CH3:33])[CH2:18][CH2:17]3)=[O:13])[CH:2]=1. The yield is 0.840. (5) The reactants are [Si:1]([O:18][CH:19]1[CH2:22][N:21]([C:23]([C:25]2[N:26]=[C:27]([N:30]3[CH2:33][CH:32]([OH:34])[CH2:31]3)[O:28][CH:29]=2)=[O:24])[CH2:20]1)([C:14]([CH3:17])([CH3:16])[CH3:15])([C:8]1[CH:13]=[CH:12][CH:11]=[CH:10][CH:9]=1)[C:2]1[CH:7]=[CH:6][CH:5]=[CH:4][CH:3]=1.[CH3:35][S:36](Cl)(=[O:38])=[O:37].C(N(CC)CC)C. The catalyst is C(Cl)Cl. The product is [Si:1]([O:18][CH:19]1[CH2:20][N:21]([C:23]([C:25]2[N:26]=[C:27]([N:30]3[CH2:33][CH:32]([O:34][S:36]([CH3:35])(=[O:38])=[O:37])[CH2:31]3)[O:28][CH:29]=2)=[O:24])[CH2:22]1)([C:14]([CH3:15])([CH3:17])[CH3:16])([C:2]1[CH:3]=[CH:4][CH:5]=[CH:6][CH:7]=1)[C:8]1[CH:13]=[CH:12][CH:11]=[CH:10][CH:9]=1. The yield is 0.800. (6) The reactants are Br[CH2:2][C:3]1[CH:10]=[CH:9][C:8]([F:11])=[CH:7][C:4]=1[C:5]#[N:6].[C:12]1(=[O:22])[NH:16][C:15](=[O:17])[C:14]2=[CH:18][CH:19]=[CH:20][CH:21]=[C:13]12.C([O-])([O-])=O.[Cs+].[Cs+].C([O-])([O-])=O.[K+].[K+]. The catalyst is CN(C)C=O.O.CO.O. The product is [O:17]=[C:15]1[C:14]2[C:13](=[CH:21][CH:20]=[CH:19][CH:18]=2)[C:12](=[O:22])[N:16]1[CH2:2][C:3]1[CH:10]=[CH:9][C:8]([F:11])=[CH:7][C:4]=1[C:5]#[N:6]. The yield is 0.940. (7) The reactants are [CH:1](=O)[CH2:2][CH2:3][CH2:4][CH2:5][CH3:6].[C:8]([NH2:12])([CH3:11])([CH3:10])[CH3:9].N1C=CC=CC=1.[C:19]([N:24]=[C:25]=[S:26])(=[O:23])[O:20][CH2:21][CH3:22].II. The catalyst is C(#N)C.O1CCCC1.CO. The product is [CH2:3]([C:2]1=[CH:1][N:12]([C:8]([CH3:11])([CH3:10])[CH3:9])[S:26]/[C:25]/1=[N:24]\[C:19](=[O:23])[O:20][CH2:21][CH3:22])[CH2:4][CH2:5][CH3:6]. The yield is 0.560. (8) The reactants are [F:1][C:2]1[CH:3]=[C:4]2[C:8](=[CH:9][CH:10]=1)[NH:7][C:6](=[O:11])[CH2:5]2.[Li+].C[Si]([N-][Si](C)(C)C)(C)C.C1COCC1.[OH:27][CH:28]1[CH2:33][CH2:32][N:31]([CH2:34][CH2:35][C:36]2[CH:37]=[C:38]3[C:42](=[CH:43][CH:44]=2)[C:41](=O)[O:40][C:39]3([CH3:47])[CH3:46])[CH2:30][CH2:29]1. The catalyst is C1COCC1. The product is [F:1][C:2]1[CH:3]=[C:4]2[C:8](=[CH:9][CH:10]=1)[NH:7][C:6](=[O:11])[C:5]2=[C:41]1[C:42]2[C:38](=[CH:37][C:36]([CH2:35][CH2:34][N:31]3[CH2:32][CH2:33][CH:28]([OH:27])[CH2:29][CH2:30]3)=[CH:44][CH:43]=2)[C:39]([CH3:47])([CH3:46])[O:40]1. The yield is 0.650. (9) The reactants are [N:1]1[CH:2]=[CH:3][N:4]2[C:9]=1[CH:8]=[CH:7][C:6]([C:10]1[CH:18]=[CH:17][C:13]([C:14]([OH:16])=[O:15])=[CH:12][CH:11]=1)=[N:5]2.C1C(=O)N([Br:26])C(=O)C1. The catalyst is C(Cl)Cl.C(#N)C. The product is [Br:26][C:3]1[N:4]2[N:5]=[C:6]([C:10]3[CH:18]=[CH:17][C:13]([C:14]([OH:16])=[O:15])=[CH:12][CH:11]=3)[CH:7]=[CH:8][C:9]2=[N:1][CH:2]=1. The yield is 0.930. (10) The reactants are [OH:1][CH2:2][CH2:3][N:4]1[CH2:9][CH2:8][N:7]([CH2:10][C:11]2[CH:12]=[C:13]3[C:17](=[CH:18][CH:19]=2)[N:16]([C:20]([O:22][C:23]([CH3:26])([CH3:25])[CH3:24])=[O:21])[CH:15]=[CH:14]3)[CH2:6][CH2:5]1.N1C=CN=C1.[Si:32](Cl)([C:35]([CH3:38])([CH3:37])[CH3:36])([CH3:34])[CH3:33]. The catalyst is CN(C=O)C. The product is [Si:32]([O:1][CH2:2][CH2:3][N:4]1[CH2:9][CH2:8][N:7]([CH2:10][C:11]2[CH:12]=[C:13]3[C:17](=[CH:18][CH:19]=2)[N:16]([C:20]([O:22][C:23]([CH3:26])([CH3:25])[CH3:24])=[O:21])[CH:15]=[CH:14]3)[CH2:6][CH2:5]1)([C:35]([CH3:38])([CH3:37])[CH3:36])([CH3:34])[CH3:33]. The yield is 0.900.